Dataset: Full USPTO retrosynthesis dataset with 1.9M reactions from patents (1976-2016). Task: Predict the reactants needed to synthesize the given product. (1) Given the product [CH3:42][NH:43][CH2:44][C:45]#[C:46][C:7]1[CH:15]=[CH:14][C:13]([C:16]2[N:17]([C:32]([O:34][C:35]([CH3:38])([CH3:36])[CH3:37])=[O:33])[C:18]3[C:23]([CH:24]=2)=[CH:22][C:21]([CH2:25][N:26]2[CH2:31][CH2:30][CH2:29][CH2:28][CH2:27]2)=[CH:20][CH:19]=3)=[C:12]2[C:8]=1[CH2:9][NH:10][C:11]2=[O:39], predict the reactants needed to synthesize it. The reactants are: FC(F)(F)S(O[C:7]1[CH:15]=[CH:14][C:13]([C:16]2[N:17]([C:32]([O:34][C:35]([CH3:38])([CH3:37])[CH3:36])=[O:33])[C:18]3[C:23]([CH:24]=2)=[CH:22][C:21]([CH2:25][N:26]2[CH2:31][CH2:30][CH2:29][CH2:28][CH2:27]2)=[CH:20][CH:19]=3)=[C:12]2[C:8]=1[CH2:9][NH:10][C:11]2=[O:39])(=O)=O.[CH3:42][NH:43][CH2:44][C:45]#[CH:46]. (2) Given the product [CH3:32][O:31][C:29](=[O:30])[N:22]([S:23]([CH3:26])(=[O:25])=[O:24])[N:11]1[C:10](=[O:27])[C:9]2[C:14](=[CH:15][C:16]([C:17]([F:19])([F:20])[F:18])=[C:7]([C:6]3[N:2]([CH3:1])[N:3]=[CH:4][CH:5]=3)[CH:8]=2)[NH:13][C:12]1=[O:21], predict the reactants needed to synthesize it. The reactants are: [CH3:1][N:2]1[C:6]([C:7]2[CH:8]=[C:9]3[C:14](=[CH:15][C:16]=2[C:17]([F:20])([F:19])[F:18])[NH:13][C:12](=[O:21])[N:11]([NH:22][S:23]([CH3:26])(=[O:25])=[O:24])[C:10]3=[O:27])=[CH:5][CH:4]=[N:3]1.Cl[C:29]([O:31][CH3:32])=[O:30]. (3) Given the product [Cl:1][C:2]1[CH:3]=[N:4][N:5]([CH3:17])[C:6]=1[C:7]1[CH:8]=[C:9]([C:14]([NH:18][C@@H:19]([CH2:32][C:33]2[CH:38]=[CH:37][CH:36]=[C:35]([C:39]([F:42])([F:40])[F:41])[CH:34]=2)[CH2:20][N:21]2[C:22](=[O:31])[C:23]3[C:28](=[CH:27][CH:26]=[CH:25][CH:24]=3)[C:29]2=[O:30])=[O:16])[S:10][C:11]=1[O:12][CH3:13], predict the reactants needed to synthesize it. The reactants are: [Cl:1][C:2]1[CH:3]=[N:4][N:5]([CH3:17])[C:6]=1[C:7]1[CH:8]=[C:9]([C:14]([OH:16])=O)[S:10][C:11]=1[O:12][CH3:13].[NH2:18][C@@H:19]([CH2:32][C:33]1[CH:38]=[CH:37][CH:36]=[C:35]([C:39]([F:42])([F:41])[F:40])[CH:34]=1)[CH2:20][N:21]1[C:29](=[O:30])[C:28]2[C:23](=[CH:24][CH:25]=[CH:26][CH:27]=2)[C:22]1=[O:31].CC(OC(N[C@H](C(O)=O)CC1C=CC=CC=1C(F)(F)F)=O)(C)C.C1CN([P+](Br)(N2CCCC2)N2CCCC2)CC1.F[P-](F)(F)(F)(F)F.CCN(C(C)C)C(C)C. (4) Given the product [F:36][C:37]([F:42])([F:41])[C:38]([OH:40])=[O:39].[Cl:26][C:22]1[CH:21]=[C:20]2[NH:19][C:18](=[O:27])[C:10]3([CH:9]([C:28]4[CH:33]=[CH:32][CH:31]=[C:30]([Cl:34])[C:29]=4[F:35])[CH:8]([C:6]([OH:7])=[O:5])[NH:12][CH:11]3[CH2:13][C:14]([CH3:16])([CH3:15])[CH3:17])[C:25]2=[CH:24][CH:23]=1, predict the reactants needed to synthesize it. The reactants are: C([O:5][C:6]([CH:8]1[NH:12][CH:11]([CH2:13][C:14]([CH3:17])([CH3:16])[CH3:15])[C:10]2([C:25]3[C:20](=[CH:21][C:22]([Cl:26])=[CH:23][CH:24]=3)[NH:19][C:18]2=[O:27])[CH:9]1[C:28]1[CH:33]=[CH:32][CH:31]=[C:30]([Cl:34])[C:29]=1[F:35])=[O:7])(C)(C)C.[F:36][C:37]([F:42])([F:41])[C:38]([OH:40])=[O:39]. (5) Given the product [O:30]1[CH2:35][CH2:34][CH2:33][CH2:32][CH:31]1[O:1][C:2]1([C:15]([O:17][CH3:18])=[O:16])[CH2:7][CH2:6][CH2:5][N:4]([C:8]([O:10][C:11]([CH3:14])([CH3:13])[CH3:12])=[O:9])[CH2:3]1, predict the reactants needed to synthesize it. The reactants are: [OH:1][C:2]1([C:15]([O:17][CH3:18])=[O:16])[CH2:7][CH2:6][CH2:5][N:4]([C:8]([O:10][C:11]([CH3:14])([CH3:13])[CH3:12])=[O:9])[CH2:3]1.C1(C)C=CC(S(O)(=O)=O)=CC=1.[O:30]1[CH:35]=[CH:34][CH2:33][CH2:32][CH2:31]1.